This data is from Full USPTO retrosynthesis dataset with 1.9M reactions from patents (1976-2016). The task is: Predict the reactants needed to synthesize the given product. Given the product [N:12]1([CH2:16][CH2:17][N:18]2[CH:22]=[C:21]([C:23]3[CH:24]=[N:25][CH:26]=[C:27]([C:29]([F:32])([F:30])[F:31])[CH:28]=3)[N:20]=[C:19]2[CH:33]2[CH2:34][CH2:35][N:36]([C:2]3[N:7]=[CH:6][N:5]=[C:4]([NH2:8])[C:3]=3[CH2:9][CH3:10])[CH2:37][CH2:38]2)[CH2:13][CH2:14][CH2:15]1, predict the reactants needed to synthesize it. The reactants are: Cl[C:2]1[N:7]=[CH:6][N:5]=[C:4]([NH2:8])[C:3]=1[CH2:9][CH3:10].Cl.[N:12]1([CH2:16][CH2:17][N:18]2[CH:22]=[C:21]([C:23]3[CH:24]=[N:25][CH:26]=[C:27]([C:29]([F:32])([F:31])[F:30])[CH:28]=3)[N:20]=[C:19]2[CH:33]2[CH2:38][CH2:37][NH:36][CH2:35][CH2:34]2)[CH2:15][CH2:14][CH2:13]1.C([O-])([O-])=O.[Cs+].[Cs+].